From a dataset of NCI-60 drug combinations with 297,098 pairs across 59 cell lines. Regression. Given two drug SMILES strings and cell line genomic features, predict the synergy score measuring deviation from expected non-interaction effect. Drug 1: C1CC(=O)NC(=O)C1N2CC3=C(C2=O)C=CC=C3N. Drug 2: COC1=C2C(=CC3=C1OC=C3)C=CC(=O)O2. Cell line: OVCAR3. Synergy scores: CSS=-1.04, Synergy_ZIP=4.80, Synergy_Bliss=6.67, Synergy_Loewe=-3.76, Synergy_HSA=-4.26.